From a dataset of Forward reaction prediction with 1.9M reactions from USPTO patents (1976-2016). Predict the product of the given reaction. (1) Given the reactants Br[C:2]1[CH:16]=[CH:15][CH:14]=[CH:13][C:3]=1[O:4][C:5]1[N:10]=[C:9]([NH2:11])[CH:8]=[C:7]([CH3:12])[N:6]=1.[F:17][C:18]1[CH:23]=[C:22](B2OC(C)(C)C(C)(C)O2)[CH:21]=[CH:20][C:19]=1[C:33]1[CH:34]=[N:35][C:36]([NH2:39])=[N:37][CH:38]=1, predict the reaction product. The product is: [NH2:11][C:9]1[CH:8]=[C:7]([CH3:12])[N:6]=[C:5]([O:4][C:3]2[CH:13]=[CH:14][CH:15]=[CH:16][C:2]=2[C:22]2[CH:21]=[CH:20][C:19]([C:33]3[CH:38]=[N:37][C:36]([NH2:39])=[N:35][CH:34]=3)=[C:18]([F:17])[CH:23]=2)[N:10]=1. (2) Given the reactants [CH2:1]([O:3][C:4](=[O:25])[C@@H:5]([NH:8][C:9](=[O:24])[C:10]([NH:13]C(OCC1C=CC=CC=1)=O)([CH3:12])[CH3:11])[CH2:6][OH:7])[CH3:2], predict the reaction product. The product is: [CH2:1]([O:3][C:4](=[O:25])[C@@H:5]([NH:8][C:9](=[O:24])[C:10]([NH2:13])([CH3:12])[CH3:11])[CH2:6][OH:7])[CH3:2]. (3) Given the reactants [CH:1]1([CH2:4][OH:5])[CH2:3][CH2:2]1.[H-].[Na+].F[C:9]1[CH:14]=[CH:13][C:12]([N+:15]([O-:17])=[O:16])=[CH:11][CH:10]=1.[Cl-].[NH4+], predict the reaction product. The product is: [CH:1]1([CH2:4][O:5][C:9]2[CH:14]=[CH:13][C:12]([N+:15]([O-:17])=[O:16])=[CH:11][CH:10]=2)[CH2:3][CH2:2]1. (4) The product is: [C:15]([O:19][C:20]([N:22]1[CH2:26][C@@H:25]2[CH2:24][C@H:23]1[C:28](=[O:29])[O:30]2)=[O:21])([CH3:16])([CH3:17])[CH3:18]. Given the reactants N(C(OC(C)C)=O)=NC(OC(C)C)=O.[C:15]([O:19][C:20]([N:22]1[CH2:26][C@H:25](O)[CH2:24][C@H:23]1[C:28]([OH:30])=[O:29])=[O:21])([CH3:18])([CH3:17])[CH3:16].C1(P(C2C=CC=CC=2)C2C=CC=CC=2)C=CC=CC=1, predict the reaction product. (5) Given the reactants [F:1][C:2]1[CH:9]=[C:8](F)[C:7]([CH3:11])=[CH:6][C:3]=1[CH:4]=[O:5].[Cl:12][C:13]1[CH:18]=[CH:17][C:16]([OH:19])=[CH:15][C:14]=1[C:20]([F:23])([F:22])[F:21].C(=O)([O-])[O-].[K+].[K+], predict the reaction product. The product is: [Cl:12][C:13]1[CH:18]=[CH:17][C:16]([O:19][C:8]2[C:7]([CH3:11])=[CH:6][C:3]([CH:4]=[O:5])=[C:2]([F:1])[CH:9]=2)=[CH:15][C:14]=1[C:20]([F:21])([F:22])[F:23].